Dataset: Reaction yield outcomes from USPTO patents with 853,638 reactions. Task: Predict the reaction yield, written as a fraction of the theoretical maximum amount of product (1.0 means a 100% yield; for example, 0.34 means a 34% yield). (1) The reactants are [CH2:1]([N:3]([CH2:37][CH3:38])[CH2:4][CH2:5][CH2:6][NH:7][C:8]1[N:9]=[C:10]([C:27]2[CH:28]=[C:29]([CH:33]=[CH:34][C:35]=2[CH3:36])[C:30]([OH:32])=O)[C:11]2[CH:17]=[CH:16][C:15](=[O:18])[N:14]([C:19]3[C:24]([F:25])=[CH:23][CH:22]=[CH:21][C:20]=3[F:26])[C:12]=2[N:13]=1)[CH3:2].CN(C(O[N:47]1N=N[C:49]2C=CC=[CH:53][C:48]1=2)=[N+](C)C)C.F[P-](F)(F)(F)(F)F.C(N)(C)C. The catalyst is ClCCl. The product is [CH2:37]([N:3]([CH2:1][CH3:2])[CH2:4][CH2:5][CH2:6][NH:7][C:8]1[N:9]=[C:10]([C:27]2[CH:28]=[C:29]([CH:33]=[CH:34][C:35]=2[CH3:36])[C:30]([NH:47][CH:48]([CH3:53])[CH3:49])=[O:32])[C:11]2[CH:17]=[CH:16][C:15](=[O:18])[N:14]([C:19]3[C:24]([F:25])=[CH:23][CH:22]=[CH:21][C:20]=3[F:26])[C:12]=2[N:13]=1)[CH3:38]. The yield is 0.510. (2) The reactants are [CH3:1][O:2][C:3]1[CH:4]=[C:5]2[C:9](=[CH:10][CH:11]=1)[NH:8][C:7](=[O:12])[CH2:6]2.[Li+].C[Si]([N-][Si](C)(C)C)(C)C.C1COCC1.[N:28]1([CH2:34][CH2:35][O:36][C:37]2[CH:38]=[C:39]3[C:43](=[CH:44][CH:45]=2)[C:42](=O)[O:41][CH2:40]3)[CH2:33][CH2:32][O:31][CH2:30][CH2:29]1.Cl.[OH-].[Na+]. The catalyst is C1COCC1.O. The product is [CH3:1][O:2][C:3]1[CH:4]=[C:5]2[C:9](=[CH:10][CH:11]=1)[NH:8][C:7](=[O:12])[C:6]2=[C:42]1[C:43]2[C:39](=[CH:38][C:37]([O:36][CH2:35][CH2:34][N:28]3[CH2:33][CH2:32][O:31][CH2:30][CH2:29]3)=[CH:45][CH:44]=2)[CH2:40][O:41]1. The yield is 0.890. (3) The reactants are [F:1][C:2]1[CH:7]=[CH:6][C:5]([C:8]2[C:9]([C:18]([OH:20])=O)=[CH:10][C:11]([S:14]([CH3:17])(=[O:16])=[O:15])=[CH:12][CH:13]=2)=[CH:4][CH:3]=1.[F:21][C:22]1[CH:23]=[C:24]([N:31]2[CH2:36][CH2:35][NH:34][CH2:33][CH2:32]2)[CH:25]=[C:26]([F:30])[C:27]=1[O:28][CH3:29]. No catalyst specified. The product is [F:21][C:22]1[CH:23]=[C:24]([N:31]2[CH2:36][CH2:35][N:34]([C:18]([C:9]3[CH:10]=[C:11]([S:14]([CH3:17])(=[O:15])=[O:16])[CH:12]=[CH:13][C:8]=3[C:5]3[CH:4]=[CH:3][C:2]([F:1])=[CH:7][CH:6]=3)=[O:20])[CH2:33][CH2:32]2)[CH:25]=[C:26]([F:30])[C:27]=1[O:28][CH3:29]. The yield is 0.340. (4) The product is [F:31][C:28]1[CH:29]=[CH:30][C:25]2[N:26]([C:22]([C:20]3[N:21]=[C:16]([NH:1][C@@H:2]4[CH2:7][CH2:6][CH2:5][N:4]([C:8]([O:10][C:11]([CH3:14])([CH3:13])[CH3:12])=[O:9])[CH2:3]4)[CH:17]=[C:18]([N:32]4[CH2:36][CH2:35][CH2:34][C@H:33]4[C:37]([O:39][CH3:40])=[O:38])[N:19]=3)=[CH:23][N:24]=2)[CH:27]=1. The yield is 0.160. The reactants are [NH2:1][C@@H:2]1[CH2:7][CH2:6][CH2:5][N:4]([C:8]([O:10][C:11]([CH3:14])([CH3:13])[CH3:12])=[O:9])[CH2:3]1.Cl[C:16]1[N:21]=[C:20]([C:22]2[N:26]3[CH:27]=[C:28]([F:31])[CH:29]=[CH:30][C:25]3=[N:24][CH:23]=2)[N:19]=[C:18]([N:32]2[CH2:36][CH2:35][CH2:34][C@H:33]2[C:37]([O:39][CH3:40])=[O:38])[CH:17]=1. The catalyst is C(O)C. (5) The reactants are [CH2:1]1[O:13][C:12]2[CH:11]=[C:10]3[C:5]([C:6]([N:14]([CH2:28][CH2:29][N:30]4[CH2:34][CH2:33][CH2:32][CH2:31]4)[C:15](=[O:27])[C:16]4[CH:21]=[C:20]([O:22][CH3:23])[C:19]([O:24][CH3:25])=[CH:18][C:17]=4I)=[CH:7][N:8]=[N:9]3)=[CH:4][C:3]=2[O:2]1.[K+].[Br-]. No catalyst specified. The product is [CH3:23][O:22][C:20]1[C:19]([O:24][CH3:25])=[CH:18][C:17]2[C:7]3[C:6](=[C:5]4[C:10](=[N:9][N:8]=3)[CH:11]=[C:12]3[O:13][CH2:1][O:2][C:3]3=[CH:4]4)[N:14]([CH2:28][CH2:29][N:30]3[CH2:34][CH2:33][CH2:32][CH2:31]3)[C:15](=[O:27])[C:16]=2[CH:21]=1. The yield is 0.240. (6) The reactants are [N+:1]([C:4]1[CH:10]=[CH:9][CH:8]=[C:7]([C:11]2[CH:16]=[CH:15][CH:14]=[CH:13][N:12]=2)[C:5]=1[NH2:6])([O-])=O. The catalyst is CCOC(C)=O.[Pd]. The product is [N:12]1[CH:13]=[CH:14][CH:15]=[CH:16][C:11]=1[C:7]1[CH:8]=[CH:9][CH:10]=[C:4]([NH2:1])[C:5]=1[NH2:6]. The yield is 0.890. (7) The product is [C:38]([O:37][C:35]([N:32]1[CH2:31][CH2:30][N:29]([C:26]2[CH:27]=[CH:28][C:23]([NH:22][C:14]3[N:13]=[C:12]([CH2:11][CH2:10][C:9]4[CH:42]=[CH:43][CH:44]=[CH:45][C:8]=4[CH2:7][C:6]([O-:46])=[O:5])[C:17]([C:18]([F:19])([F:20])[F:21])=[CH:16][N:15]=3)=[CH:24][CH:25]=2)[CH2:34][CH2:33]1)=[O:36])([CH3:41])([CH3:39])[CH3:40].[Li+:2]. The catalyst is C1COCC1.O.CO. The reactants are O[Li:2].O.C[O:5][C:6](=[O:46])[CH2:7][C:8]1[CH:45]=[CH:44][CH:43]=[CH:42][C:9]=1[CH2:10][CH2:11][C:12]1[C:17]([C:18]([F:21])([F:20])[F:19])=[CH:16][N:15]=[C:14]([NH:22][C:23]2[CH:28]=[CH:27][C:26]([N:29]3[CH2:34][CH2:33][N:32]([C:35]([O:37][C:38]([CH3:41])([CH3:40])[CH3:39])=[O:36])[CH2:31][CH2:30]3)=[CH:25][CH:24]=2)[N:13]=1. The yield is 0.960. (8) The reactants are FC(F)(F)C1C=C(NC(=O)NC2C=CC(C3SC(CCC(O)=O)=NC=3)=CC=2)C=CC=1.[Cl:31][C:32]1[CH:37]=[CH:36][CH:35]=[C:34]([C:38]([F:41])([F:40])[F:39])[C:33]=1[NH:42][C:43](=[O:66])[NH:44][C:45]1[CH:50]=[CH:49][C:48]([C:51]2[S:55][C:54]([CH:56]3[CH2:61][CH2:60][CH:59]([C:62]([O:64]C)=[O:63])[CH2:58][CH2:57]3)=[N:53][CH:52]=2)=[CH:47][CH:46]=1. No catalyst specified. The product is [Cl:31][C:32]1[CH:37]=[CH:36][CH:35]=[C:34]([C:38]([F:40])([F:39])[F:41])[C:33]=1[NH:42][C:43](=[O:66])[NH:44][C:45]1[CH:46]=[CH:47][C:48]([C:51]2[S:55][C:54]([CH:56]3[CH2:57][CH2:58][CH:59]([C:62]([OH:64])=[O:63])[CH2:60][CH2:61]3)=[N:53][CH:52]=2)=[CH:49][CH:50]=1. The yield is 0.770. (9) The reactants are [Si]([O:8][CH2:9][C@@H:10]1[C@H:14]2[O:15][C:16]([CH3:19])([CH3:18])[O:17][C@H:13]2[C@H:12]([N:20]2[CH:28]=[N:27][C:26]3[C:21]2=[N:22][CH:23]=[N:24][C:25]=3[CH2:29][CH2:30][O:31][CH3:32])[O:11]1)(C(C)(C)C)(C)C.F. The catalyst is C1COCC1.N1C=CC=CC=1.N1C=CC=CC=1. The product is [CH3:32][O:31][CH2:30][CH2:29][C:25]1[N:24]=[CH:23][N:22]=[C:21]2[C:26]=1[N:27]=[CH:28][N:20]2[C@H:12]1[C@@H:13]2[O:17][C:16]([CH3:18])([CH3:19])[O:15][C@@H:14]2[C@@H:10]([CH2:9][OH:8])[O:11]1. The yield is 0.700. (10) The product is [CH:7]1[N:11]=[CH:10][N:9]([CH2:12][C:13]([P:15]([O-:18])([OH:17])=[O:16])([P:19]([O-:21])([OH:22])=[O:20])[OH:14])[CH:8]=1.[OH2:6].[OH2:1].[OH2:6].[OH2:6].[Na+:2].[Na+:2]. The reactants are [OH-:1].[Na+:2].CC([OH:6])C.[CH:7]1[N:11]=[CH:10][N:9]([CH2:12][C:13]([P:19]([OH:22])([OH:21])=[O:20])([P:15]([OH:18])([OH:17])=[O:16])[OH:14])[CH:8]=1. The yield is 0.780. The catalyst is O.